Predict which catalyst facilitates the given reaction. From a dataset of Catalyst prediction with 721,799 reactions and 888 catalyst types from USPTO. (1) Reactant: [CH2:1]([N:3]([CH2:37][CH3:38])[CH2:4][CH2:5][CH2:6][NH:7][C:8]1[N:9]=[C:10]([C:27]2[CH:28]=[C:29]([CH:33]=[CH:34][C:35]=2[CH3:36])[C:30](O)=[O:31])[C:11]2[CH:17]=[CH:16][C:15](=[O:18])[N:14]([C:19]3[C:24]([F:25])=[CH:23][CH:22]=[CH:21][C:20]=3[F:26])[C:12]=2[N:13]=1)[CH3:2].CN(C(O[N:47]1N=[N:54][C:49]2C=[CH:51][CH:52]=[CH:53][C:48]1=2)=[N+](C)C)C.F[P-](F)(F)(F)(F)F.C(N(CC)CC)C.NC1C=NC=CC=1. Product: [CH2:37]([N:3]([CH2:1][CH3:2])[CH2:4][CH2:5][CH2:6][NH:7][C:8]1[N:9]=[C:10]([C:27]2[CH:28]=[C:29]([CH:33]=[CH:34][C:35]=2[CH3:36])[C:30]([NH:47][C:48]2[CH:49]=[N:54][CH:51]=[CH:52][CH:53]=2)=[O:31])[C:11]2[CH:17]=[CH:16][C:15](=[O:18])[N:14]([C:19]3[C:24]([F:25])=[CH:23][CH:22]=[CH:21][C:20]=3[F:26])[C:12]=2[N:13]=1)[CH3:38]. The catalyst class is: 3. (2) Reactant: [NH2:1][C:2]1[N:3]=[N:4][C:5]([C:8]2[CH:17]=[CH:16][C:11]([C:12]([O:14][CH3:15])=[O:13])=[C:10]([Cl:18])[CH:9]=2)=[CH:6][N:7]=1.Cl[CH:20]([CH2:30][C:31]1[CH:32]=[C:33]2[C:38](=[CH:39][CH:40]=1)[N:37]=[CH:36][CH:35]=[CH:34]2)[CH:21](N1C(=O)CCC1=O)O. Product: [Cl:18][C:10]1[CH:9]=[C:8]([C:5]2[CH:6]=[N:7][C:2]3[N:3]([C:20]([CH2:30][C:31]4[CH:32]=[C:33]5[C:38](=[CH:39][CH:40]=4)[N:37]=[CH:36][CH:35]=[CH:34]5)=[CH:21][N:1]=3)[N:4]=2)[CH:17]=[CH:16][C:11]=1[C:12]([O:14][CH3:15])=[O:13]. The catalyst class is: 51. (3) Reactant: Cl[C:2]1[N:9]=[CH:8][CH:7]=[CH:6][C:3]=1[C:4]#[N:5].[NH2:10][CH2:11][C:12]1[CH:17]=[CH:16][N:15]=[CH:14][CH:13]=1. Product: [N:15]1[CH:16]=[CH:17][C:12]([CH2:11][NH:10][C:2]2[N:9]=[CH:8][CH:7]=[CH:6][C:3]=2[C:4]#[N:5])=[CH:13][CH:14]=1. The catalyst class is: 296. (4) Reactant: [O:1]([CH2:9][C@H:10]1[C@H:18]2[N:13]([C:14]3[CH:22]=[CH:21][C:20]([N:23]4[CH:27]=[CH:26][O:25][C:24]4=[O:28])=[CH:19][C:15]=3[O:16][CH2:17]2)[C:12](=[O:29])[O:11]1)[Si](C(C)(C)C)(C)C.CCCC[N+](CCCC)(CCCC)CCCC.[F-]. Product: [OH:1][CH2:9][C@H:10]1[C@H:18]2[N:13]([C:14]3[CH:22]=[CH:21][C:20]([N:23]4[CH:27]=[CH:26][O:25][C:24]4=[O:28])=[CH:19][C:15]=3[O:16][CH2:17]2)[C:12](=[O:29])[O:11]1. The catalyst class is: 1. (5) Product: [ClH:26].[Cl:26][C:27]1[CH:28]=[C:29]([CH:33]=[C:34]([Cl:36])[CH:35]=1)[C:30]([NH:1][C@H:2]1[CH2:3][CH2:4][C@@H:5]([NH:8][C:9]2[CH:14]=[C:13]([N:15]([CH3:17])[CH3:16])[C:12]([CH3:18])=[CH:11][N:10]=2)[CH2:6][CH2:7]1)=[O:31]. Reactant: [NH2:1][C@@H:2]1[CH2:7][CH2:6][C@H:5]([NH:8][C:9]2[CH:14]=[C:13]([N:15]([CH3:17])[CH3:16])[C:12]([CH3:18])=[CH:11][N:10]=2)[CH2:4][CH2:3]1.CCN(CC)CC.[Cl:26][C:27]1[CH:28]=[C:29]([CH:33]=[C:34]([Cl:36])[CH:35]=1)[C:30](Cl)=[O:31].C([O-])(O)=O.[Na+]. The catalyst class is: 22.